This data is from Full USPTO retrosynthesis dataset with 1.9M reactions from patents (1976-2016). The task is: Predict the reactants needed to synthesize the given product. (1) Given the product [Cl:16][C:17]1[CH:22]=[CH:21][C:20]([S:23]([NH:26][C:27]2[C:28]([C:34]3[N:7]([CH:8]([CH3:10])[CH3:9])[C:6]([C:4]([O:3][CH2:1][CH3:2])=[O:5])=[N:37][N:36]=3)=[N:29][CH:30]=[C:31]([Cl:33])[CH:32]=2)(=[O:24])=[O:25])=[CH:19][C:18]=1[C:38]([F:39])([F:41])[F:40], predict the reactants needed to synthesize it. The reactants are: [CH2:1]([O:3][C:4]([C:6](=O)[NH:7][CH:8]([CH3:10])[CH3:9])=[O:5])[CH3:2].S(Cl)(Cl)=O.[Cl:16][C:17]1[CH:22]=[CH:21][C:20]([S:23]([NH:26][C:27]2[C:28]([C:34]([NH:36][NH2:37])=O)=[N:29][CH:30]=[C:31]([Cl:33])[CH:32]=2)(=[O:25])=[O:24])=[CH:19][C:18]=1[C:38]([F:41])([F:40])[F:39]. (2) The reactants are: Cl.CN.[CH2:4]([N:6](CC)CC)C.[Br:11][C:12]1[CH:13]=[CH:14][C:15]([O:22][CH3:23])=[C:16]([S:18](Cl)(=[O:20])=[O:19])[CH:17]=1. Given the product [Br:11][C:12]1[CH:13]=[CH:14][C:15]([O:22][CH3:23])=[C:16]([S:18]([NH:6][CH3:4])(=[O:20])=[O:19])[CH:17]=1, predict the reactants needed to synthesize it. (3) Given the product [CH3:21][O:20][CH:10]([C:11]1[CH:12]=[CH:13][CH:14]=[CH:18][C:19]=1[C:26]([NH:28][NH2:29])=[O:25])[O:9][CH3:8], predict the reactants needed to synthesize it. The reactants are: C(N(CC)CC)C.[CH3:8][O:9][CH:10]([O:20][CH3:21])[C:11]1[CH:19]=[CH:18][C:14](C(O)=O)=[CH:13][CH:12]=1.ClC([O:25][CH2:26]C)=O.[NH2:28][NH2:29]. (4) Given the product [CH:3]1([CH2:9][CH2:10][O:11][C:12]2[CH:13]=[C:14]([CH:23]=[CH:24][N:25]=2)[C:15]([N:17]2[CH2:22][CH2:21][N:20]([C:33]([NH:34][C:35]3[CH:40]=[N:39][CH:38]=[CH:37][N:36]=3)=[O:32])[CH2:19][CH2:18]2)=[O:16])[CH2:8][CH2:7][CH2:6][CH2:5][CH2:4]1, predict the reactants needed to synthesize it. The reactants are: Cl.Cl.[CH:3]1([CH2:9][CH2:10][O:11][C:12]2[CH:13]=[C:14]([CH:23]=[CH:24][N:25]=2)[C:15]([N:17]2[CH2:22][CH2:21][NH:20][CH2:19][CH2:18]2)=[O:16])[CH2:8][CH2:7][CH2:6][CH2:5][CH2:4]1.C1([O:32][C:33](=O)[NH:34][C:35]2[CH:40]=[N:39][CH:38]=[CH:37][N:36]=2)C=CC=CC=1.C(=O)([O-])O.[Na+]. (5) The reactants are: [CH3:1][C:2]1[CH:7]=[CH:6][N:5]2[CH:8]=[CH:9][N:10]=[C:4]2[CH:3]=1.C([O-])(=O)C.[Na+].[Br:16]Br.C(=O)([O-])O.[Na+]. Given the product [Br:16][C:8]1[N:5]2[CH:6]=[CH:7][C:2]([CH3:1])=[CH:3][C:4]2=[N:10][CH:9]=1, predict the reactants needed to synthesize it. (6) Given the product [CH3:32][O:31][C:27]1[CH:26]=[C:5]([CH:4]=[C:3]([O:2][CH3:1])[C:28]=1[O:29][CH3:30])[C:6]([N:8]1[CH2:12][CH2:11][C:10]([CH2:13][CH2:14][N:50]2[CH2:51][CH2:52][CH2:53][N:47]([C:39]3[N:38]([CH2:37][CH2:36][O:35][CH2:33][CH3:34])[C:42]4[CH:43]=[CH:44][CH:45]=[CH:46][C:41]=4[N:40]=3)[CH2:48][CH2:49]2)([C:20]2[CH:25]=[CH:24][CH:23]=[CH:22][CH:21]=2)[CH2:9]1)=[O:7], predict the reactants needed to synthesize it. The reactants are: [CH3:1][O:2][C:3]1[CH:4]=[C:5]([CH:26]=[C:27]([O:31][CH3:32])[C:28]=1[O:29][CH3:30])[C:6]([N:8]1[CH2:12][CH2:11][C:10]([C:20]2[CH:25]=[CH:24][CH:23]=[CH:22][CH:21]=2)([CH2:13][CH2:14]OS(C)(=O)=O)[CH2:9]1)=[O:7].[CH2:33]([O:35][CH2:36][CH2:37][N:38]1[C:42]2[CH:43]=[CH:44][CH:45]=[CH:46][C:41]=2[N:40]=[C:39]1[N:47]1[CH2:53][CH2:52][CH2:51][NH:50][CH2:49][CH2:48]1)[CH3:34].C(N(CC)C(C)C)(C)C.ClCCl. (7) Given the product [C:37]([O:41][C:42]([N:44]1[CH2:49][CH2:48][N:47]([C:50]2[CH:55]=[CH:54][C:53]([NH:56][C:5]([NH:6][C:7]3[N:8]([C:18]4[CH:23]=[CH:22][C:21]([CH3:24])=[CH:20][CH:19]=4)[N:9]=[C:10]([C:12]([CH2:13][F:14])([CH3:15])[CH2:16][F:17])[CH:11]=3)=[O:4])=[C:52]([CH3:57])[N:51]=2)[CH2:46][CH2:45]1)=[O:43])([CH3:40])([CH3:39])[CH3:38], predict the reactants needed to synthesize it. The reactants are: ClC(Cl)(Cl)C[O:4][C:5](=O)[NH:6][C:7]1[N:8]([C:18]2[CH:23]=[CH:22][C:21]([CH3:24])=[CH:20][CH:19]=2)[N:9]=[C:10]([C:12]([CH2:16][F:17])([CH3:15])[CH2:13][F:14])[CH:11]=1.CCN(C(C)C)C(C)C.[C:37]([O:41][C:42]([N:44]1[CH2:49][CH2:48][N:47]([C:50]2[CH:55]=[CH:54][C:53]([NH2:56])=[C:52]([CH3:57])[N:51]=2)[CH2:46][CH2:45]1)=[O:43])([CH3:40])([CH3:39])[CH3:38].O. (8) Given the product [C:1]([C:3]1[CH:8]=[CH:7][C:6]([C@@H:9]2[C:14]([C:15]#[N:16])=[C:13]([CH3:17])[N:12]([C:18]3[CH:23]=[CH:22][CH:21]=[C:20]([C:24]([F:27])([F:26])[F:25])[CH:19]=3)[C:11](=[O:28])[N:10]2[C:38]2[CH:39]=[CH:40][C:35]([C:33]#[N:34])=[CH:36][CH:37]=2)=[C:5]([S:29]([CH3:32])(=[O:31])=[O:30])[CH:4]=1)#[N:2], predict the reactants needed to synthesize it. The reactants are: [C:1]([C:3]1[CH:8]=[CH:7][C:6]([C@@H:9]2[C:14]([C:15]#[N:16])=[C:13]([CH3:17])[N:12]([C:18]3[CH:23]=[CH:22][CH:21]=[C:20]([C:24]([F:27])([F:26])[F:25])[CH:19]=3)[C:11](=[O:28])[NH:10]2)=[C:5]([S:29]([CH3:32])(=[O:31])=[O:30])[CH:4]=1)#[N:2].[C:33]([C:35]1[CH:40]=[CH:39][C:38](B(O)O)=[CH:37][CH:36]=1)#[N:34].N1C=CC=CC=1.C(N(CC)CC)C.